This data is from NCI-60 drug combinations with 297,098 pairs across 59 cell lines. The task is: Regression. Given two drug SMILES strings and cell line genomic features, predict the synergy score measuring deviation from expected non-interaction effect. (1) Drug 1: CC1C(C(CC(O1)OC2CC(CC3=C2C(=C4C(=C3O)C(=O)C5=C(C4=O)C(=CC=C5)OC)O)(C(=O)C)O)N)O.Cl. Drug 2: CCC1=C2CN3C(=CC4=C(C3=O)COC(=O)C4(CC)O)C2=NC5=C1C=C(C=C5)O. Cell line: NCI/ADR-RES. Synergy scores: CSS=0.307, Synergy_ZIP=-3.70, Synergy_Bliss=-2.13, Synergy_Loewe=-20.9, Synergy_HSA=-3.45. (2) Drug 1: CNC(=O)C1=CC=CC=C1SC2=CC3=C(C=C2)C(=NN3)C=CC4=CC=CC=N4. Drug 2: CN1C2=C(C=C(C=C2)N(CCCl)CCCl)N=C1CCCC(=O)O.Cl. Cell line: HL-60(TB). Synergy scores: CSS=-1.89, Synergy_ZIP=-7.24, Synergy_Bliss=-14.4, Synergy_Loewe=-20.3, Synergy_HSA=-16.0. (3) Drug 1: CCC1(CC2CC(C3=C(CCN(C2)C1)C4=CC=CC=C4N3)(C5=C(C=C6C(=C5)C78CCN9C7C(C=CC9)(C(C(C8N6C)(C(=O)OC)O)OC(=O)C)CC)OC)C(=O)OC)O.OS(=O)(=O)O. Drug 2: CCCCC(=O)OCC(=O)C1(CC(C2=C(C1)C(=C3C(=C2O)C(=O)C4=C(C3=O)C=CC=C4OC)O)OC5CC(C(C(O5)C)O)NC(=O)C(F)(F)F)O. Cell line: MALME-3M. Synergy scores: CSS=42.5, Synergy_ZIP=1.35, Synergy_Bliss=-0.415, Synergy_Loewe=-2.20, Synergy_HSA=-1.72. (4) Drug 1: CC1CCC2CC(C(=CC=CC=CC(CC(C(=O)C(C(C(=CC(C(=O)CC(OC(=O)C3CCCCN3C(=O)C(=O)C1(O2)O)C(C)CC4CCC(C(C4)OC)O)C)C)O)OC)C)C)C)OC. Drug 2: CS(=O)(=O)CCNCC1=CC=C(O1)C2=CC3=C(C=C2)N=CN=C3NC4=CC(=C(C=C4)OCC5=CC(=CC=C5)F)Cl. Cell line: MOLT-4. Synergy scores: CSS=39.3, Synergy_ZIP=-0.264, Synergy_Bliss=7.93, Synergy_Loewe=-2.75, Synergy_HSA=-2.61. (5) Drug 1: CC12CCC3C(C1CCC2=O)CC(=C)C4=CC(=O)C=CC34C. Drug 2: CN1C2=C(C=C(C=C2)N(CCCl)CCCl)N=C1CCCC(=O)O.Cl. Cell line: NCI-H226. Synergy scores: CSS=17.0, Synergy_ZIP=-5.54, Synergy_Bliss=0.978, Synergy_Loewe=1.86, Synergy_HSA=1.40.